This data is from Full USPTO retrosynthesis dataset with 1.9M reactions from patents (1976-2016). The task is: Predict the reactants needed to synthesize the given product. (1) Given the product [N:41]([C@@H:2]([CH3:24])[CH2:3][N:4]1[C:12]2[C:7](=[CH:8][CH:9]=[C:10]3[O:16][CH2:15][C@H:14]([O:17][CH2:18][CH2:19][NH:20][C:21](=[O:23])[CH3:22])[CH2:13][C:11]3=2)[CH:6]=[N:5]1)=[N+:42]=[N-:43], predict the reactants needed to synthesize it. The reactants are: O[C@H:2]([CH3:24])[CH2:3][N:4]1[C:12]2[C:7](=[CH:8][CH:9]=[C:10]3[O:16][CH2:15][C@H:14]([O:17][CH2:18][CH2:19][NH:20][C:21](=[O:23])[CH3:22])[CH2:13][C:11]3=2)[CH:6]=[N:5]1.C(N(CC)CC)C.CS(OS(C)(=O)=O)(=O)=O.[N-:41]=[N+:42]=[N-:43].[Na+]. (2) Given the product [ClH:1].[CH2:28]([O:27][C@@H:18]1[CH2:19][CH2:20][CH2:21][N:16]([CH2:15][C@H:10]2[CH2:11][CH2:12][CH2:13][CH2:14][C@@H:9]2[NH2:8])[CH2:17]1)[CH3:29], predict the reactants needed to synthesize it. The reactants are: [ClH:1].C(OC(=O)[NH:8][C@H:9]1[CH2:14][CH2:13][CH2:12][CH2:11][C@@H:10]1[CH2:15][N:16]1[CH2:21][CH2:20][CH2:19][C@@H:18](COCC)[CH2:17]1)(C)(C)C.[O:27]1CCO[CH2:29][CH2:28]1.